From a dataset of Forward reaction prediction with 1.9M reactions from USPTO patents (1976-2016). Predict the product of the given reaction. (1) Given the reactants [Cl:1][C:2]1[CH:3]=[C:4]([C:8]2([C:23]#[N:24])[CH2:13][CH2:12][N:11]([C:14]3[N:22]=[CH:21][N:20]=[C:19]4[C:15]=3[N:16]=[CH:17][NH:18]4)[CH2:10][CH2:9]2)[CH:5]=[CH:6][CH:7]=1.[H-].[Al+3].[Li+].[H-].[H-].[H-], predict the reaction product. The product is: [Cl:1][C:2]1[CH:3]=[C:4]([C:8]2([CH2:23][NH2:24])[CH2:13][CH2:12][N:11]([C:14]3[N:22]=[CH:21][N:20]=[C:19]4[C:15]=3[N:16]=[CH:17][NH:18]4)[CH2:10][CH2:9]2)[CH:5]=[CH:6][CH:7]=1. (2) Given the reactants [O:1]1[C:5]2[CH:6]=[CH:7][C:8]([C:10]3[S:11][CH:12]=[C:13]([C:15]([OH:17])=O)[N:14]=3)=[CH:9][C:4]=2[CH2:3][CH2:2]1.Br.[CH3:19][O:20][C:21]1[CH:30]=[CH:29][C:24]2[NH:25][C:26]([NH2:28])=[N:27][C:23]=2[CH:22]=1.F[P-](F)(F)(F)(F)F.N1(OC(N(C)C)=[N+](C)C)C2C=CC=CC=2N=N1.C(N(CC)C(C)C)(C)C, predict the reaction product. The product is: [O:1]1[C:5]2[CH:6]=[CH:7][C:8]([C:10]3[S:11][CH:12]=[C:13]([C:15]([NH:28][C:26]4[NH:25][C:24]5[CH:29]=[CH:30][C:21]([O:20][CH3:19])=[CH:22][C:23]=5[N:27]=4)=[O:17])[N:14]=3)=[CH:9][C:4]=2[CH2:3][CH2:2]1. (3) Given the reactants Cl[C:2]1[CH:3]=[CH:4][C:5]2[N:11]3[CH2:12][C@H:8]([CH2:9][CH2:10]3)[NH:7][C:6]=2[N:13]=1.[CH3:14][N:15]([CH3:21])[C@H:16]1[CH2:20][CH2:19][NH:18][CH2:17]1.CC(C)([O-])C.[K+].COCCOC, predict the reaction product. The product is: [CH3:14][N:15]([CH3:21])[C@H:16]1[CH2:20][CH2:19][N:18]([C:2]2[CH:3]=[CH:4][C:5]3[N:11]4[CH2:12][C@H:8]([CH2:9][CH2:10]4)[NH:7][C:6]=3[N:13]=2)[CH2:17]1. (4) Given the reactants [Cl-].[Ca+2:2].[Cl-].[C:4](=[O:7])([O-:6])[O-:5].[Na+].[Na+].[CH3:10][C:11]1[CH2:16][CH2:15][CH2:14][C:13]([CH3:18])([CH3:17])[C:12]=1/[CH:19]=[CH:20]/[C:21](/[CH3:31])=[CH:22]/[CH:23]=[CH:24]/[C:25](/[CH3:30])=[CH:26]/[C:27]([OH:29])=[O:28], predict the reaction product. The product is: [CH3:10][C:11]1[CH2:16][CH2:15][CH2:14][C:13]([CH3:17])([CH3:18])[C:12]=1/[CH:19]=[CH:20]/[C:21](/[CH3:31])=[CH:22]/[CH:23]=[CH:24]/[C:25](/[CH3:30])=[CH:26]/[C:27]([OH:29])=[O:28].[C:4]([O-:7])([O-:6])=[O:5].[Ca+2:2]. (5) Given the reactants [C:1]1([C:7]2[CH:12]=[C:11]([C:13]3[CH:18]=[CH:17][CH:16]=[CH:15][CH:14]=3)[N:10]=[C:9]([O:19][CH2:20][CH2:21][CH2:22][CH2:23][C:24]([CH3:28])([CH3:27])[CH2:25][NH2:26])[CH:8]=2)[CH:6]=[CH:5][CH:4]=[CH:3][CH:2]=1.CN(C)[CH:31]=[O:32].C(N(CC)CC)C.C(ON1C(=O)CCC1=O)(=O)[C:42]1[CH:47]=[CH:46][CH:45]=[N:44][CH:43]=1, predict the reaction product. The product is: [C:1]1([C:7]2[CH:12]=[C:11]([C:13]3[CH:14]=[CH:15][CH:16]=[CH:17][CH:18]=3)[N:10]=[C:9]([O:19][CH2:20][CH2:21][CH2:22][CH2:23][C:24]([CH3:28])([CH3:27])[CH2:25][N:26]([C:42]3[CH:43]=[N:44][CH:45]=[CH:46][CH:47]=3)[CH:31]=[O:32])[CH:8]=2)[CH:2]=[CH:3][CH:4]=[CH:5][CH:6]=1.